From a dataset of Full USPTO retrosynthesis dataset with 1.9M reactions from patents (1976-2016). Predict the reactants needed to synthesize the given product. (1) Given the product [Br:1][C:2]1[CH:21]=[CH:20][C:19]([F:22])=[CH:18][C:3]=1[O:4][CH:5]1[CH2:6][N:7]([C:9]2[N:10]=[CH:11][C:12]([C:15]([NH:24][CH3:23])=[O:17])=[N:13][CH:14]=2)[CH2:8]1, predict the reactants needed to synthesize it. The reactants are: [Br:1][C:2]1[CH:21]=[CH:20][C:19]([F:22])=[CH:18][C:3]=1[O:4][CH:5]1[CH2:8][N:7]([C:9]2[N:10]=[CH:11][C:12]([C:15]([OH:17])=O)=[N:13][CH:14]=2)[CH2:6]1.[CH3:23][N:24](C(ON1N=NC2C=CC=NC1=2)=[N+](C)C)C.F[P-](F)(F)(F)(F)F.CN.O1CCCC1. (2) Given the product [CH3:22][C:21]1[N:20]([CH2:12][CH2:13][C:14]2[CH:19]=[CH:18][CH:17]=[CH:16][CH:15]=2)[C:2]2=[N:3][CH:4]=[C:5]([CH3:11])[CH:6]=[C:7]2[N:8]=1, predict the reactants needed to synthesize it. The reactants are: Cl[C:2]1[C:7]([N+:8]([O-])=O)=[CH:6][C:5]([CH3:11])=[CH:4][N:3]=1.[CH2:12]([NH:20][C:21](=O)[CH3:22])[CH2:13][C:14]1[CH:19]=[CH:18][CH:17]=[CH:16][CH:15]=1. (3) The reactants are: [OH:1][CH:2]([C:6]1[CH:11]=[CH:10][C:9]([C:12]2[N:16]=[C:15]([C:17]3[O:21][N:20]=[C:19]([C:22]4[CH:27]=[CH:26][CH:25]=[CH:24][CH:23]=4)[C:18]=3[C:28]([F:31])([F:30])[F:29])[O:14][N:13]=2)=[CH:8][CH:7]=1)[C:3](O)=[O:4].[CH3:32][N:33]1CCO[CH2:35][CH2:34]1.CNCC.CN(C(ON1N=NC2C=CC=NC1=2)=[N+](C)C)C.F[P-](F)(F)(F)(F)F. Given the product [CH2:34]([N:33]([CH3:32])[C:3](=[O:4])[CH:2]([OH:1])[C:6]1[CH:7]=[CH:8][C:9]([C:12]2[N:16]=[C:15]([C:17]3[O:21][N:20]=[C:19]([C:22]4[CH:27]=[CH:26][CH:25]=[CH:24][CH:23]=4)[C:18]=3[C:28]([F:31])([F:29])[F:30])[O:14][N:13]=2)=[CH:10][CH:11]=1)[CH3:35], predict the reactants needed to synthesize it. (4) Given the product [CH:1]([C:4]1[CH:9]=[CH:8][C:7]([C:10]2[N:14]([CH2:15][CH2:16][O:17][CH3:18])[C:13]3[C:19]([O:38][CH3:39])=[CH:20][C:21]([CH2:27][C:28]4[C:29]([O:44][CH2:43][CH2:42][N:41]([CH3:45])[CH3:40])=[N:30][CH:31]=[CH:32][CH:33]=4)=[C:22]([C:23]([F:26])([F:25])[F:24])[C:12]=3[N:11]=2)=[CH:6][CH:5]=1)([CH3:3])[CH3:2], predict the reactants needed to synthesize it. The reactants are: [CH:1]([C:4]1[CH:9]=[CH:8][C:7]([C:10]2[N:14]([CH2:15][CH2:16][O:17][CH3:18])[C:13]3[C:19]([O:38][CH3:39])=[CH:20][C:21]([CH2:27][C:28]4[C:29](S(C)(=O)=O)=[N:30][CH:31]=[CH:32][CH:33]=4)=[C:22]([C:23]([F:26])([F:25])[F:24])[C:12]=3[N:11]=2)=[CH:6][CH:5]=1)([CH3:3])[CH3:2].[CH3:40][N:41]([CH3:45])[CH2:42][CH2:43][OH:44].[H-].[Na+]. (5) Given the product [CH2:3]([O:10][C:11]([NH:13][C@H:14]1[CH2:15][CH2:16][N:21]([C@H:22]2[CH2:31][CH2:30][C:25]3([O:29][CH2:28][CH2:27][O:26]3)[CH2:24][C@H:23]2[C:32]([O:34][CH2:35][CH3:36])=[O:33])[C:20]1=[O:37])=[O:12])[C:4]1[CH:9]=[CH:8][CH:7]=[CH:6][CH:5]=1, predict the reactants needed to synthesize it. The reactants are: [SH3+].[I-].[CH2:3]([O:10][C:11]([NH:13][C@H:14]([C:20](=[O:37])[NH:21][C@H:22]1[CH2:31][CH2:30][C:25]2([O:29][CH2:28][CH2:27][O:26]2)[CH2:24][C@H:23]1[C:32]([O:34][CH2:35][CH3:36])=[O:33])[CH2:15][CH2:16][S+](C)C)=[O:12])[C:4]1[CH:9]=[CH:8][CH:7]=[CH:6][CH:5]=1.C(=O)([O-])[O-].[Cs+].[Cs+].CS(C)=O. (6) Given the product [NH2:1][C:2]1[C:3]2[C:11](=[O:12])[CH:10]=[CH:9][N:8]([CH:30]([C:26]3[CH:25]=[C:24]([Cl:33])[C:23]([CH3:34])=[C:22]([Br:21])[C:27]=3[O:28][CH3:29])[CH3:31])[C:4]=2[N:5]=[CH:6][N:7]=1, predict the reactants needed to synthesize it. The reactants are: [NH2:1][C:2]1[C:3]2[C:11](=[O:12])[CH:10]=[CH:9][NH:8][C:4]=2[N:5]=[CH:6][N:7]=1.C(=O)([O-])[O-].[Cs+].[Cs+].[I-].[K+].[Br:21][C:22]1[C:23]([CH3:34])=[C:24]([Cl:33])[CH:25]=[C:26]([CH:30](Cl)[CH3:31])[C:27]=1[O:28][CH3:29].